From a dataset of Experimentally validated miRNA-target interactions with 360,000+ pairs, plus equal number of negative samples. Binary Classification. Given a miRNA mature sequence and a target amino acid sequence, predict their likelihood of interaction. The miRNA is hsa-miR-802 with sequence CAGUAACAAAGAUUCAUCCUUGU. The protein sequence of the target gene is MEAAAAAAAAAAAAAAAGGGCGSGPPPLLLSEGEQQCYSELFARCAGAAGGGPGSGPPEAARVAPGTATAAAGPVADLFRASQLPAETLHQITELCGAKRVGYFGPTQFYIALKLIAAAQSGLPVRIESIKCELPLPRFMMSKNDGEIRFGNPAELHGTKVQIPYLTTEKNSFKRMDDEDKQQETQSPTMSPLASPPSSPPHYQRVPLSHGYSKLRSSAEQMHPAPYEARQPLVQPEGSSSGGPGTKPLRHQASLIRSFSVERELQDNSSYPDEPWRITEEQREYYVNQFRSLQPDPSSF.... Result: 0 (no interaction).